From a dataset of Reaction yield outcomes from USPTO patents with 853,638 reactions. Predict the reaction yield, written as a fraction of the theoretical maximum amount of product (1.0 means a 100% yield; for example, 0.34 means a 34% yield). (1) The reactants are [Br:1][C:2]1[CH:3]=[C:4](/[C:9](/[CH3:29])=[CH:10]/[CH2:11][O:12][C:13]2[CH:18]=[CH:17][C:16]([CH2:19][C@H:20]([O:26][CH2:27][CH3:28])[C:21]([O:23]CC)=[O:22])=[CH:15][CH:14]=2)[CH:5]=[C:6]([Br:8])[CH:7]=1.[OH-].[Na+]. No catalyst specified. The product is [Br:1][C:2]1[CH:3]=[C:4](/[C:9](/[CH3:29])=[CH:10]/[CH2:11][O:12][C:13]2[CH:18]=[CH:17][C:16]([CH2:19][C@H:20]([O:26][CH2:27][CH3:28])[C:21]([OH:23])=[O:22])=[CH:15][CH:14]=2)[CH:5]=[C:6]([Br:8])[CH:7]=1. The yield is 0.980. (2) The reactants are [CH2:1]([O:5][C:6]1[CH:10]=[C:9]([CH2:11][CH2:12][S:13]([NH2:16])(=[O:15])=[O:14])[N:8]([CH2:17][C:18]2[CH:23]=[CH:22][C:21]([Cl:24])=[CH:20][C:19]=2[Cl:25])[N:7]=1)[CH2:2][CH2:3][CH3:4].C(N(CC)C(C)C)(C)C.Cl[C:36]([O:38][CH2:39][CH2:40][O:41][CH3:42])=[O:37]. The catalyst is CN(C)C1C=CN=CC=1.CN(C)C(=O)C. The product is [CH2:1]([O:5][C:6]1[CH:10]=[C:9]([CH2:11][CH2:12][S:13]([NH:16][C:36](=[O:37])[O:38][CH2:39][CH2:40][O:41][CH3:42])(=[O:14])=[O:15])[N:8]([CH2:17][C:18]2[CH:23]=[CH:22][C:21]([Cl:24])=[CH:20][C:19]=2[Cl:25])[N:7]=1)[CH2:2][CH2:3][CH3:4]. The yield is 0.750. (3) The reactants are [CH3:1][N:2]1CCC[CH2:3]1.[CH3:7][C:8]([CH3:41])([CH3:40])[CH2:9][CH2:10][NH:11][C:12](=[O:39])[NH:13][C:14]1[CH:15]=[C:16]([C:21]2[C:22]([CH3:38])=[N:23][C:24]3[C:29]([CH:30]=2)=[CH:28][N:27]=[C:26]([NH:31][C:32](=O)[O:33]C(C)=C)[CH:25]=3)[CH:17]=[CH:18][C:19]=1[F:20].Cl.CNC. The catalyst is O1CCOCC1. The product is [CH3:7][C:8]([CH3:40])([CH3:41])[CH2:9][CH2:10][NH:11][C:12](=[O:39])[NH:13][C:14]1[CH:15]=[C:16]([C:21]2[C:22]([CH3:38])=[N:23][C:24]3[C:29]([CH:30]=2)=[CH:28][N:27]=[C:26]([NH:31][C:32](=[O:33])[N:2]([CH3:3])[CH3:1])[CH:25]=3)[CH:17]=[CH:18][C:19]=1[F:20]. The yield is 0.510. (4) The reactants are Br[C:2]1[CH:3]=[C:4]2[C:8](=[CH:9][CH:10]=1)[N:7](C1CCCCO1)[N:6]=[C:5]2[C:17]1[CH:22]=[CH:21][C:20]([F:23])=[CH:19][CH:18]=1.C([Li])CCC.CCCCCC.[C:35]1([CH2:41][CH:42]=[O:43])[CH:40]=[CH:39][CH:38]=[CH:37][CH:36]=1. The catalyst is O1CCCC1. The product is [F:23][C:20]1[CH:19]=[CH:18][C:17]([C:5]2[C:4]3[C:8](=[CH:9][CH:10]=[C:2]([CH:42]([OH:43])[CH2:41][C:35]4[CH:40]=[CH:39][CH:38]=[CH:37][CH:36]=4)[CH:3]=3)[NH:7][N:6]=2)=[CH:22][CH:21]=1. The yield is 0.440.